This data is from Full USPTO retrosynthesis dataset with 1.9M reactions from patents (1976-2016). The task is: Predict the reactants needed to synthesize the given product. (1) Given the product [CH3:25][S:26]([C:29]1[CH:34]=[CH:33][C:32]([NH:35][C:2]2[N:24]=[C:5]3[C:6]([NH:10][CH2:11][C:12]4[C:13]([N:18]([CH3:23])[S:19]([CH3:22])(=[O:21])=[O:20])=[N:14][CH:15]=[CH:16][CH:17]=4)=[CH:7][CH:8]=[CH:9][N:4]3[N:3]=2)=[CH:31][CH:30]=1)(=[O:27])=[O:28], predict the reactants needed to synthesize it. The reactants are: Cl[C:2]1[N:24]=[C:5]2[C:6]([NH:10][CH2:11][C:12]3[C:13]([N:18]([CH3:23])[S:19]([CH3:22])(=[O:21])=[O:20])=[N:14][CH:15]=[CH:16][CH:17]=3)=[CH:7][CH:8]=[CH:9][N:4]2[N:3]=1.[CH3:25][S:26]([C:29]1[CH:34]=[CH:33][C:32]([NH2:35])=[CH:31][CH:30]=1)(=[O:28])=[O:27].C1(P(C2CCCCC2)C2C=CC=CC=2C2C=CC=CC=2P(C2CCCCC2)C2CCCCC2)CCCCC1. (2) Given the product [CH2:13]([S:12][C:10]1[C:9]2[C:4](=[CH:5][CH:6]=[CH:7][CH:8]=2)[C:3](=[O:20])[N:2]([NH:1][C:29](=[O:30])[CH2:28][C:25]2[CH:26]=[CH:27][C:22]([Cl:21])=[CH:23][CH:24]=2)[N:11]=1)[C:14]1[CH:19]=[CH:18][CH:17]=[CH:16][CH:15]=1, predict the reactants needed to synthesize it. The reactants are: [NH2:1][N:2]1[N:11]=[C:10]([S:12][CH2:13][C:14]2[CH:19]=[CH:18][CH:17]=[CH:16][CH:15]=2)[C:9]2[C:4](=[CH:5][CH:6]=[CH:7][CH:8]=2)[C:3]1=[O:20].[Cl:21][C:22]1[CH:27]=[CH:26][C:25]([CH2:28][C:29](Cl)=[O:30])=[CH:24][CH:23]=1. (3) The reactants are: [C@@H:1]12[CH2:6][C@@H:5]1[CH2:4][NH:3][C@@H:2]2[CH2:7][NH:8][C:9](=[O:14])[C:10]([F:13])([F:12])[F:11].[NH2:15][C:16]1[S:17][C:18]([C:24]2[CH:25]=[C:26]([CH3:30])[CH:27]=[CH:28][CH:29]=2)=[C:19]([C:21](O)=[O:22])[N:20]=1. Given the product [NH2:15][C:16]1[S:17][C:18]([C:24]2[CH:25]=[C:26]([CH3:30])[CH:27]=[CH:28][CH:29]=2)=[C:19]([C:21]([N:3]2[CH2:4][C@@H:5]3[C@@H:1]([CH2:6]3)[C@H:2]2[CH2:7][NH:8][C:9](=[O:14])[C:10]([F:12])([F:11])[F:13])=[O:22])[N:20]=1, predict the reactants needed to synthesize it. (4) Given the product [C:26]([O:25][C@@H:19]([C:8]1[C:7]([CH3:30])=[CH:6][C:5]2[C:10](=[CH:11][C:2]([C:40]#[C:39][C:37]([OH:41])([C:32]3[CH:33]=[CH:34][CH:35]=[CH:36][N:31]=3)[CH3:38])=[CH:3][CH:4]=2)[C:9]=1[C:12]1[CH:13]=[CH:14][C:15]([Cl:18])=[CH:16][CH:17]=1)[C:20]([OH:22])=[O:21])([CH3:29])([CH3:28])[CH3:27], predict the reactants needed to synthesize it. The reactants are: Br[C:2]1[CH:11]=[C:10]2[C:5]([CH:6]=[C:7]([CH3:30])[C:8]([CH:19]([O:25][C:26]([CH3:29])([CH3:28])[CH3:27])[C:20]([O:22]CC)=[O:21])=[C:9]2[C:12]2[CH:17]=[CH:16][C:15]([Cl:18])=[CH:14][CH:13]=2)=[CH:4][CH:3]=1.[N:31]1[CH:36]=[CH:35][CH:34]=[CH:33][C:32]=1[C:37]([OH:41])([C:39]#[CH:40])[CH3:38]. (5) Given the product [F:31][C:14]1([F:13])[CH2:16][C@@H:15]1[C:17]1[O:21][N:20]=[C:19]([C:22]2[C:23]([CH3:30])=[CH:24][C:25]([CH3:29])=[C:26]([NH:27][C:10]([C:3]3[N:4]4[CH:9]=[CH:8][CH:7]=[CH:6][C:5]4=[N:1][CH:2]=3)=[O:12])[CH:28]=2)[N:18]=1, predict the reactants needed to synthesize it. The reactants are: [N:1]1[CH:2]=[C:3]([C:10]([OH:12])=O)[N:4]2[CH:9]=[CH:8][CH:7]=[CH:6][C:5]=12.[F:13][C:14]1([F:31])[CH2:16][CH:15]1[C:17]1[O:21][N:20]=[C:19]([C:22]2[C:23]([CH3:30])=[CH:24][C:25]([CH3:29])=[C:26]([CH:28]=2)[NH2:27])[N:18]=1.CCCP(=O)=O. (6) Given the product [CH2:8]([C:6]1[CH:7]=[C:2]([F:1])[C:3]([C:11]2[N:16]=[C:15]([C:17]([NH:19][C:20]3[CH:21]=[N:22][CH:23]=[CH:24][C:25]=3[C@@H:26]3[CH2:31][C@H:30]([CH3:32])[CH2:29][C@H:28]([NH:33][C:34](=[O:40])[O:35][C:36]([CH3:38])([CH3:37])[CH3:39])[CH2:27]3)=[O:18])[CH:14]=[CH:13][C:12]=2[F:41])=[C:4]([F:10])[CH:5]=1)[CH3:9], predict the reactants needed to synthesize it. The reactants are: [F:1][C:2]1[CH:7]=[C:6]([CH:8]=[CH2:9])[CH:5]=[C:4]([F:10])[C:3]=1[C:11]1[N:16]=[C:15]([C:17]([NH:19][C:20]2[CH:21]=[N:22][CH:23]=[CH:24][C:25]=2[C@@H:26]2[CH2:31][C@H:30]([CH3:32])[CH2:29][C@H:28]([NH:33][C:34](=[O:40])[O:35][C:36]([CH3:39])([CH3:38])[CH3:37])[CH2:27]2)=[O:18])[CH:14]=[CH:13][C:12]=1[F:41]. (7) The reactants are: Cl[C:2]1[C:3]([N:7]2[CH2:12][CH:11]([CH3:13])[NH:10][CH:9]([CH3:14])[CH2:8]2)=[N:4][S:5][N:6]=1.[N:15]1[CH:20]=[CH:19][CH:18]=[CH:17][C:16]=1CO.C([CH:27](CCC)[O-:28])(C)(C)C.[K+].C(O)(C)(C)C. Given the product [CH3:14][CH:9]1[NH:10][CH:11]([CH3:13])[CH2:12][N:7]([C:3]2[C:2]([O:28][CH2:27][C:18]3[CH:17]=[CH:16][N:15]=[CH:20][CH:19]=3)=[N:6][S:5][N:4]=2)[CH2:8]1, predict the reactants needed to synthesize it.